This data is from Forward reaction prediction with 1.9M reactions from USPTO patents (1976-2016). The task is: Predict the product of the given reaction. (1) The product is: [Cl:21][C:8]1[C:7]([O:22][CH3:23])=[CH:6][CH:5]=[C:4]2[C:9]=1[N:10]=[C:11]([C:13]1[S:14][CH:15]=[C:16]([CH:18]3[CH2:20][CH2:19]3)[N:17]=1)[CH:2]=[C:1]2[OH:3]. Given the reactants [C:1]([C:4]1[C:9]([NH:10][C:11]([C:13]2[S:14][CH:15]=[C:16]([CH:18]3[CH2:20][CH2:19]3)[N:17]=2)=O)=[C:8]([Cl:21])[C:7]([O:22][CH3:23])=[CH:6][CH:5]=1)(=[O:3])[CH3:2].C(C1N=C(C2C=C(O)C3C(=CC(OC)=CC=3)N=2)SC=1)(C)C, predict the reaction product. (2) Given the reactants [OH:1][C:2]1[CH:7]=[CH:6][N:5]([C:8]2[S:9][C:10]([C:14]([OH:16])=O)=[C:11]([CH3:13])[N:12]=2)[C:4](=[O:17])[CH:3]=1.[F:18][C:19]1[CH:24]=[CH:23][C:22]([CH2:25][CH2:26][NH2:27])=[CH:21][CH:20]=1, predict the reaction product. The product is: [F:18][C:19]1[CH:24]=[CH:23][C:22]([CH2:25][CH2:26][NH:27][C:14]([C:10]2[S:9][C:8]([N:5]3[CH:6]=[CH:7][C:2]([OH:1])=[CH:3][C:4]3=[O:17])=[N:12][C:11]=2[CH3:13])=[O:16])=[CH:21][CH:20]=1. (3) Given the reactants [OH:1][C@@H:2]([CH:7]([CH3:9])[CH3:8])[C:3]([O:5][CH3:6])=[O:4].Cl[C:11]1[N:16]=[C:15]([O:17][CH3:18])[CH:14]=[C:13]([O:19][CH3:20])[N:12]=1.[Na].C(=O)([O-])[O-].[K+].[K+], predict the reaction product. The product is: [CH3:20][O:19][C:13]1[CH:14]=[C:15]([O:17][CH3:18])[N:16]=[C:11]([O:1][C@@H:2]([CH:7]([CH3:9])[CH3:8])[C:3]([O:5][CH3:6])=[O:4])[N:12]=1. (4) Given the reactants [CH2:1]([O:4][C:5]([N:7]1[C:13]2[CH:14]=[C:15]([O:20][CH2:21][CH2:22][CH2:23][C:24](O)=[O:25])[C:16]([O:18][CH3:19])=[CH:17][C:12]=2[C:11](=[O:27])[N:10]2[CH2:28][CH2:29][CH2:30][CH:9]2[CH:8]1[O:31][CH:32]1[CH2:37][CH2:36][CH2:35][CH2:34][O:33]1)=[O:6])[CH:2]=[CH2:3].CCN=C=NCCCN(C)C.Cl.[NH2:50][C:51]1[CH:52]=[C:53]([C:57]([O:59]C)=[O:58])[N:54]([CH3:56])[CH:55]=1, predict the reaction product. The product is: [CH2:1]([O:4][C:5]([N:7]1[C:13]2[CH:14]=[C:15]([O:20][CH2:21][CH2:22][CH2:23][C:24]([NH:50][C:51]3[CH:52]=[C:53]([C:57]([OH:59])=[O:58])[N:54]([CH3:56])[CH:55]=3)=[O:25])[C:16]([O:18][CH3:19])=[CH:17][C:12]=2[C:11](=[O:27])[N:10]2[CH2:28][CH2:29][CH2:30][C@H:9]2[C@@H:8]1[O:31][CH:32]1[CH2:37][CH2:36][CH2:35][CH2:34][O:33]1)=[O:6])[CH:2]=[CH2:3]. (5) Given the reactants [N-:1]=[N+:2]=[N-:3].[Na+].[Cl:5][C:6]1[CH:11]=[CH:10][CH:9]=[C:8]([F:12])[C:7]=1[C:13]1[S:14][CH:15]=[C:16](/[CH:18]=[CH:19]/[C:20](Cl)=[O:21])[N:17]=1, predict the reaction product. The product is: [Cl:5][C:6]1[CH:11]=[CH:10][CH:9]=[C:8]([F:12])[C:7]=1[C:13]1[S:14][CH:15]=[C:16](/[CH:18]=[CH:19]/[C:20]([N:1]=[N+:2]=[N-:3])=[O:21])[N:17]=1.